From a dataset of Retrosynthesis with 50K atom-mapped reactions and 10 reaction types from USPTO. Predict the reactants needed to synthesize the given product. (1) Given the product Cc1ccc(NC(=O)c2cccc(C(F)(F)F)c2)cc1C(=O)Nc1cnc(Nc2ccc(S(=O)(=O)CCCN3CCCC3)cc2)nc1, predict the reactants needed to synthesize it. The reactants are: Cc1ccc(NC(=O)c2cccc(C(F)(F)F)c2)cc1C(=O)O.Nc1cnc(Nc2ccc(S(=O)(=O)CCCN3CCCC3)cc2)nc1. (2) The reactants are: CCC(C)C(C(=O)Cl)c1ccccc1.N#Cc1c(N)sc2c1CCC2. Given the product CCC(C)C(C(=O)Nc1sc2c(c1C#N)CCC2)c1ccccc1, predict the reactants needed to synthesize it. (3) Given the product Nc1ncc(-c2nc(N3CCOCC3)c3sc(C(=O)N4CCN(CCO)CC4)cc3n2)cn1, predict the reactants needed to synthesize it. The reactants are: Nc1ncc(-c2nc(N3CCOCC3)c3sc(C(=O)O)cc3n2)cn1.OCCN1CCNCC1. (4) Given the product CCCNC(=O)c1nnc2c(-c3cc(C)nn3C)cccc2c1N, predict the reactants needed to synthesize it. The reactants are: CCCNC(=O)c1nnc2c(Br)cccc2c1N.Cc1cc(B2OC(C)(C)C(C)(C)O2)n(C)n1.